This data is from NCI-60 drug combinations with 297,098 pairs across 59 cell lines. The task is: Regression. Given two drug SMILES strings and cell line genomic features, predict the synergy score measuring deviation from expected non-interaction effect. (1) Drug 1: C1CC(C1)(C(=O)O)C(=O)O.[NH2-].[NH2-].[Pt+2]. Drug 2: C1CN(P(=O)(OC1)NCCCl)CCCl. Cell line: T-47D. Synergy scores: CSS=-2.94, Synergy_ZIP=1.57, Synergy_Bliss=-3.35, Synergy_Loewe=-4.15, Synergy_HSA=-5.59. (2) Drug 1: CN1C(=O)N2C=NC(=C2N=N1)C(=O)N. Drug 2: CC1=C(C=C(C=C1)NC(=O)C2=CC=C(C=C2)CN3CCN(CC3)C)NC4=NC=CC(=N4)C5=CN=CC=C5. Cell line: SF-268. Synergy scores: CSS=7.80, Synergy_ZIP=4.00, Synergy_Bliss=8.09, Synergy_Loewe=1.09, Synergy_HSA=2.72. (3) Drug 1: CC1=C(N=C(N=C1N)C(CC(=O)N)NCC(C(=O)N)N)C(=O)NC(C(C2=CN=CN2)OC3C(C(C(C(O3)CO)O)O)OC4C(C(C(C(O4)CO)O)OC(=O)N)O)C(=O)NC(C)C(C(C)C(=O)NC(C(C)O)C(=O)NCCC5=NC(=CS5)C6=NC(=CS6)C(=O)NCCC[S+](C)C)O. Drug 2: CC(C)(C#N)C1=CC(=CC(=C1)CN2C=NC=N2)C(C)(C)C#N. Cell line: OVCAR3. Synergy scores: CSS=13.4, Synergy_ZIP=-3.64, Synergy_Bliss=2.69, Synergy_Loewe=-5.77, Synergy_HSA=-1.43. (4) Drug 1: CC(C1=C(C=CC(=C1Cl)F)Cl)OC2=C(N=CC(=C2)C3=CN(N=C3)C4CCNCC4)N. Drug 2: CC(CN1CC(=O)NC(=O)C1)N2CC(=O)NC(=O)C2. Cell line: 786-0. Synergy scores: CSS=9.40, Synergy_ZIP=-4.26, Synergy_Bliss=2.23, Synergy_Loewe=2.18, Synergy_HSA=2.44.